The task is: Predict the reaction yield, written as a fraction of the theoretical maximum amount of product (1.0 means a 100% yield; for example, 0.34 means a 34% yield).. This data is from Reaction yield outcomes from USPTO patents with 853,638 reactions. (1) The reactants are [CH:1]([CH:3]1[CH2:5][C:4]1([C:10]1[CH:19]=[CH:18][C:17]2[C:12](=[CH:13][CH:14]=[CH:15][CH:16]=2)[CH:11]=1)[C:6]([O:8][CH3:9])=[O:7])=O.[CH3:20][NH2:21].[BH4-].[Na+].[ClH:24]. The catalyst is CO.C(OCC)C. The product is [ClH:24].[CH3:20][NH:21][CH2:1][CH:3]1[CH2:5][C:4]1([C:10]1[CH:19]=[CH:18][C:17]2[C:12](=[CH:13][CH:14]=[CH:15][CH:16]=2)[CH:11]=1)[C:6]([O:8][CH3:9])=[O:7]. The yield is 0.600. (2) The reactants are [CH:1]1([C:6]2[O:10][N:9]=[C:8]([C:11]3[C:16]([Cl:17])=[CH:15][CH:14]=[CH:13][C:12]=3[Cl:18])[C:7]=2[C:19](OCC)=[O:20])[CH2:5][CH2:4][CH2:3][CH2:2]1.[H-].C([Al+]CC(C)C)C(C)C.C1(C)C=CC=CC=1.[C@H](O)(C([O-])=O)[C@@H](O)C([O-])=O.[Na+].[K+]. The catalyst is O1CCCC1.C(OCC)(=O)C. The product is [CH:1]1([C:6]2[O:10][N:9]=[C:8]([C:11]3[C:16]([Cl:17])=[CH:15][CH:14]=[CH:13][C:12]=3[Cl:18])[C:7]=2[CH2:19][OH:20])[CH2:2][CH2:3][CH2:4][CH2:5]1. The yield is 0.820. (3) The reactants are Br[C:2]1[CH:3]=[C:4]2[C:9](=[CH:10][CH:11]=1)[N:8]=[C:7]([CH3:12])[C:6]([C:13]([CH:15]1[CH2:17][CH2:16]1)=[O:14])=[C:5]2[C:18]1[CH:23]=[CH:22][CH:21]=[CH:20][CH:19]=1.[NH:24]1[CH2:29][CH2:28][O:27][CH2:26][CH2:25]1. No catalyst specified. The product is [CH:15]1([C:13]([C:6]2[C:7]([CH3:12])=[N:8][C:9]3[C:4]([C:5]=2[C:18]2[CH:19]=[CH:20][CH:21]=[CH:22][CH:23]=2)=[CH:3][C:2]([N:24]2[CH2:29][CH2:28][O:27][CH2:26][CH2:25]2)=[CH:11][CH:10]=3)=[O:14])[CH2:16][CH2:17]1. The yield is 0.670. (4) The reactants are CN(C(ON1N=NC2C=CC=NC1=2)=[N+](C)C)C.F[P-](F)(F)(F)(F)F.[F:25][C:26]1[CH:27]=[C:28]([C:32]2[CH:37]=[CH:36][C:35]([C:38]([OH:40])=O)=[C:34]([N+:41]([O-:43])=[O:42])[CH:33]=2)[CH:29]=[CH:30][CH:31]=1.Cl.[NH2:45][C@@H:46]([CH:51]1[CH2:56][CH2:55][CH2:54][CH2:53][CH2:52]1)[C:47]([O:49][CH3:50])=[O:48].C(N(C(C)C)CC)(C)C. The catalyst is CN(C=O)C.C(OCC)(=O)C.CCCCCC.C(OCC)(=O)C. The product is [CH:51]1([C@H:46]([NH:45][C:38]([C:35]2[CH:36]=[CH:37][C:32]([C:28]3[CH:29]=[CH:30][CH:31]=[C:26]([F:25])[CH:27]=3)=[CH:33][C:34]=2[N+:41]([O-:43])=[O:42])=[O:40])[C:47]([O:49][CH3:50])=[O:48])[CH2:56][CH2:55][CH2:54][CH2:53][CH2:52]1. The yield is 0.630. (5) The reactants are [Cl:1][C:2]1[CH:6]=[C:5]([C:7](O)=[O:8])[N:4]([CH3:10])[N:3]=1.O1CCCC1.C(Cl)(=O)C(Cl)=O.[NH2:22][C:23]1[CH:24]=[C:25]([CH:42]=[CH:43][C:44]=1[CH3:45])[O:26][C:27]1[CH:28]=[CH:29][C:30]2[N:31]([CH:33]=[C:34]([NH:36][C:37]([CH:39]3[CH2:41][CH2:40]3)=[O:38])[N:35]=2)[N:32]=1. The catalyst is CN(C)C=O.CN(C)C(=O)C. The product is [Cl:1][C:2]1[CH:6]=[C:5]([C:7]([NH:22][C:23]2[CH:24]=[C:25]([O:26][C:27]3[CH:28]=[CH:29][C:30]4[N:31]([CH:33]=[C:34]([NH:36][C:37]([CH:39]5[CH2:40][CH2:41]5)=[O:38])[N:35]=4)[N:32]=3)[CH:42]=[CH:43][C:44]=2[CH3:45])=[O:8])[N:4]([CH3:10])[N:3]=1. The yield is 0.740. (6) The yield is 0.923. The reactants are O.[O-][C:3]#[N:4].[Na+].[CH:6]([N:19]1[CH2:22][CH:21](OS(C)(=O)=O)[CH2:20]1)([C:13]1[CH:18]=[CH:17][CH:16]=[CH:15][CH:14]=1)[C:7]1[CH:12]=[CH:11][CH:10]=[CH:9][CH:8]=1.C(=O)([O-])[O-].[Na+].[Na+]. The catalyst is CN(C)C=O.C(OCC)(=O)C. The product is [CH:6]([N:19]1[CH2:22][CH:21]([C:3]#[N:4])[CH2:20]1)([C:13]1[CH:14]=[CH:15][CH:16]=[CH:17][CH:18]=1)[C:7]1[CH:8]=[CH:9][CH:10]=[CH:11][CH:12]=1. (7) The reactants are C(=O)([O-])[O-].[K+].[K+].[CH3:7][O:8][C:9]1[CH:14]=[CH:13][C:12]([N+:15]([O-:17])=[O:16])=[CH:11][C:10]=1[OH:18].[CH2:19](Br)[C:20]1[CH:25]=[CH:24][CH:23]=[CH:22][CH:21]=1. The catalyst is CC(C)=O. The product is [CH2:19]([O:18][C:10]1[CH:11]=[C:12]([N+:15]([O-:17])=[O:16])[CH:13]=[CH:14][C:9]=1[O:8][CH3:7])[C:20]1[CH:25]=[CH:24][CH:23]=[CH:22][CH:21]=1. The yield is 0.965.